From a dataset of Forward reaction prediction with 1.9M reactions from USPTO patents (1976-2016). Predict the product of the given reaction. (1) Given the reactants [Cl:1][C:2]1[CH:3]=[N+:4]([O-:42])[CH:5]=[C:6]([Cl:41])[C:7]=1[CH2:8][C@@H:9]([C:26]1[CH:31]=[CH:30][C:29]([O:32][CH:33]([F:35])[F:34])=[C:28]([O:36][CH2:37][CH:38]2[CH2:40][CH2:39]2)[CH:27]=1)[O:10][C:11](=[O:25])[C:12]1[CH:17]=[CH:16][C:15]([CH:18]=[O:19])=[C:14]([O:20][CH2:21][CH:22]2[CH2:24][CH2:23]2)[CH:13]=1.S(=O)(=O)([OH:45])N.Cl([O-])=O.[Na+], predict the reaction product. The product is: [C:18]([C:15]1[CH:16]=[CH:17][C:12]([C:11]([O:10][C@H:9]([C:26]2[CH:31]=[CH:30][C:29]([O:32][CH:33]([F:35])[F:34])=[C:28]([O:36][CH2:37][CH:38]3[CH2:39][CH2:40]3)[CH:27]=2)[CH2:8][C:7]2[C:2]([Cl:1])=[CH:3][N+:4]([O-:42])=[CH:5][C:6]=2[Cl:41])=[O:25])=[CH:13][C:14]=1[O:20][CH2:21][CH:22]1[CH2:23][CH2:24]1)([OH:45])=[O:19]. (2) The product is: [OH:33][C@:34]([C:58]1[CH:63]=[CH:62][CH:61]=[CH:60][N:59]=1)([CH3:57])[C:35]#[C:36][C:37]1[CH:56]=[CH:55][C:40]2[O:41][CH2:42][CH:43]([CH3:54])[C:44]3[S:48][C:47]([C:49]([NH2:11])=[O:51])=[N:46][C:45]=3[C:39]=2[CH:38]=1. Given the reactants BrC1C=CC2OCC(C)C3SC(C(OCC)=O)=[N:11]C=3C=2C=1.N1C=CC=CC=1[C@](O)(C#C)C.[OH:33][C@:34]([C:58]1[CH:63]=[CH:62][CH:61]=[CH:60][N:59]=1)([CH3:57])[C:35]#[C:36][C:37]1[CH:56]=[CH:55][C:40]2[O:41][CH2:42][CH:43]([CH3:54])[C:44]3[S:48][C:47]([C:49]([O:51]CC)=O)=[N:46][C:45]=3[C:39]=2[CH:38]=1, predict the reaction product. (3) Given the reactants [Cl:1][C:2]1[N:7]=[C:6]([Cl:8])[C:5]([N+:9]([O-:11])=[O:10])=[C:4](Cl)[N:3]=1.[NH:13]1[CH2:18][CH2:17][O:16][CH2:15][CH2:14]1.CCN(CC)CC, predict the reaction product. The product is: [Cl:1][C:2]1[N:3]=[C:4]([N:13]2[CH2:18][CH2:17][O:16][CH2:15][CH2:14]2)[C:5]([N+:9]([O-:11])=[O:10])=[C:6]([Cl:8])[N:7]=1. (4) Given the reactants [C:1]([C:3]1[CH:8]=[C:7]([O:9][CH3:10])[C:6]([O:11][CH2:12][C@H:13]2[CH2:17][CH2:16][CH2:15][NH:14]2)=[CH:5][C:4]=1[N:18]=[CH:19][N:20]([CH3:22])[CH3:21])#[N:2].Br[CH2:24][CH2:25][O:26][C:27]([CH3:30])([CH3:29])[CH3:28].C(=O)([O-])[O-].[K+].[K+], predict the reaction product. The product is: [C:27]([O:26][CH2:25][CH2:24][N:14]1[CH2:15][CH2:16][CH2:17][C@@H:13]1[CH2:12][O:11][C:6]1[C:7]([O:9][CH3:10])=[CH:8][C:3]([C:1]#[N:2])=[C:4]([N:18]=[CH:19][N:20]([CH3:21])[CH3:22])[CH:5]=1)([CH3:30])([CH3:29])[CH3:28]. (5) The product is: [C:16]([O:20][C:21]([NH:23][CH2:24][CH2:25][CH2:26][C:27]([NH:2][C@H:3]([C:8]([O:10][CH:11]1[CH2:12][CH2:13][CH2:14][CH2:15]1)=[O:9])[CH2:4][CH:5]([CH3:7])[CH3:6])=[O:28])=[O:22])([CH3:19])([CH3:18])[CH3:17]. Given the reactants Cl.[NH2:2][C@H:3]([C:8]([O:10][CH:11]1[CH2:15][CH2:14][CH2:13][CH2:12]1)=[O:9])[CH2:4][CH:5]([CH3:7])[CH3:6].[C:16]([O:20][C:21]([NH:23][CH2:24][CH2:25][CH2:26][C:27](O)=[O:28])=[O:22])([CH3:19])([CH3:18])[CH3:17].C1C=CC2N(O)N=NC=2C=1.CCN(C(C)C)C(C)C.C(Cl)CCl, predict the reaction product. (6) Given the reactants Cl.Cl.[NH2:3][C@H:4]1[CH:9]2[CH2:10][CH2:11][N:6]([CH2:7][CH2:8]2)[CH2:5]1.[H-].[Na+].O=[CH:15][CH2:16][N:17]1[C:21]2[C:22]([C:26]([O:28][CH3:29])=[O:27])=[CH:23][CH:24]=[CH:25][C:20]=2[N:19]=[CH:18]1.C(O[BH-](OC(=O)C)OC(=O)C)(=O)C.[Na+], predict the reaction product. The product is: [N:6]12[CH2:11][CH2:10][CH:9]([CH2:8][CH2:7]1)[C@H:4]([NH:3][CH2:15][CH2:16][N:17]1[C:21]3[C:22]([C:26]([O:28][CH3:29])=[O:27])=[CH:23][CH:24]=[CH:25][C:20]=3[N:19]=[CH:18]1)[CH2:5]2. (7) Given the reactants [CH3:1][C:2]1[S:3][C:4]([Sn](CCCC)(CCCC)CCCC)=[C:5]([C:7]2[CH:12]=[CH:11][CH:10]=[CH:9][CH:8]=2)[N:6]=1.[CH:26]([S:29]([N:32]1[C:36]2[CH:37]=[C:38](I)[CH:39]=[CH:40][C:35]=2[N:34]=[C:33]1[NH2:42])(=[O:31])=[O:30])([CH3:28])[CH3:27], predict the reaction product. The product is: [CH:26]([S:29]([N:32]1[C:36]2[CH:37]=[C:38]([C:4]3[S:3][C:2]([CH3:1])=[N:6][C:5]=3[C:7]3[CH:8]=[CH:9][CH:10]=[CH:11][CH:12]=3)[CH:39]=[CH:40][C:35]=2[N:34]=[C:33]1[NH2:42])(=[O:30])=[O:31])([CH3:28])[CH3:27]. (8) The product is: [CH3:1][C:2]1[C:7]([NH2:8])=[CH:6][CH:5]=[C:4]([C:11]([S:14]([CH3:17])(=[O:16])=[O:15])([CH3:13])[CH3:12])[N:3]=1. Given the reactants [CH3:1][C:2]1[C:7]([N+:8]([O-])=O)=[CH:6][CH:5]=[C:4]([C:11]([S:14]([CH3:17])(=[O:16])=[O:15])([CH3:13])[CH3:12])[N:3]=1, predict the reaction product. (9) Given the reactants [CH:1]([S:4]([C:7]1[CH:13]=[C:12]([O:14][C:15]2[CH:20]=[CH:19][C:18]([S:21]([CH3:24])(=[O:23])=[O:22])=[CH:17][CH:16]=2)[C:10]([NH2:11])=[C:9]([CH3:25])[CH:8]=1)(=[O:6])=[O:5])([CH3:3])[CH3:2].C([O-])(=O)C.[K+].C(OC(=O)C)(=O)C.[N:38](OCCC(C)C)=O, predict the reaction product. The product is: [CH:1]([S:4]([C:7]1[CH:8]=[C:9]2[C:10](=[C:12]([O:14][C:15]3[CH:20]=[CH:19][C:18]([S:21]([CH3:24])(=[O:23])=[O:22])=[CH:17][CH:16]=3)[CH:13]=1)[NH:11][N:38]=[CH:25]2)(=[O:6])=[O:5])([CH3:3])[CH3:2]. (10) Given the reactants [C:1]([Cl:5])(=O)[CH2:2][CH3:3].[ClH:6].Cl.[CH:8]1[CH:17]=[CH:16][C:15]2[CH2:18][CH2:19][CH2:20][N:13]3[C:14]=2[C:9]=1[C@H:10]1[CH2:23][NH:22][CH2:21][C@H:11]1[CH2:12]3, predict the reaction product. The product is: [ClH:5].[ClH:6].[CH2:1]([N:22]1[CH2:23][C@H:10]2[C@H:11]([CH2:12][N:13]3[CH2:20][CH2:19][CH2:18][C:15]4[CH:16]=[CH:17][CH:8]=[C:9]2[C:14]3=4)[CH2:21]1)[CH2:2][CH3:3].